Dataset: Reaction yield outcomes from USPTO patents with 853,638 reactions. Task: Predict the reaction yield, written as a fraction of the theoretical maximum amount of product (1.0 means a 100% yield; for example, 0.34 means a 34% yield). (1) The reactants are [Br:1][C:2]1[CH:3]=[C:4]([NH:9]C(=O)C)[CH:5]=[C:6]([F:8])[CH:7]=1.[ClH:13]. The catalyst is C(O)C. The product is [ClH:13].[Br:1][C:2]1[CH:3]=[C:4]([CH:5]=[C:6]([F:8])[CH:7]=1)[NH2:9]. The yield is 0.850. (2) The reactants are [Br:1][C:2]1[N:3]([C:8]2[C:17]3[C:12](=[CH:13][CH:14]=[CH:15][CH:16]=3)[C:11]([CH:18]3[CH2:20][CH2:19]3)=[CH:10][CH:9]=2)[C:4]([SH:7])=[N:5][N:6]=1.Br[C:22]1([C:26]([O:28][CH2:29][CH3:30])=[O:27])[CH2:25][CH2:24][CH2:23]1.C(N(C(C)C)CC)(C)C. The catalyst is CN(C=O)C. The product is [Br:1][C:2]1[N:3]([C:8]2[C:17]3[C:12](=[CH:13][CH:14]=[CH:15][CH:16]=3)[C:11]([CH:18]3[CH2:20][CH2:19]3)=[CH:10][CH:9]=2)[C:4]([S:7][C:22]2([C:26]([O:28][CH2:29][CH3:30])=[O:27])[CH2:25][CH2:24][CH2:23]2)=[N:5][N:6]=1. The yield is 0.550. (3) The reactants are [CH2:1]([C:5]1[CH:10]=[CH:9][C:8]([CH:11]([CH3:15])[C:12]([OH:14])=[O:13])=[CH:7][CH:6]=1)[CH:2]([CH3:4])[CH3:3].O.[C:17]1(C)C=CC(S(O)(=O)=O)=C[CH:18]=1. The catalyst is C1C=CC=CC=1.C(O)C. The product is [CH2:17]([O:13][C:12](=[O:14])[CH:11]([C:8]1[CH:7]=[CH:6][C:5]([CH2:1][CH:2]([CH3:4])[CH3:3])=[CH:10][CH:9]=1)[CH3:15])[CH3:18]. The yield is 0.960. (4) The product is [C:1]([O:5][C:6](=[O:31])[NH:7][CH:8]([C:10]1[O:30][C:19](=[N:20][C:21]2[CH:26]=[C:25]([F:27])[CH:24]=[C:23]([F:28])[CH:22]=2)[C:13]2[C:14]([Cl:18])=[CH:15][CH:16]=[CH:17][C:12]=2[N:11]=1)[CH3:9])([CH3:4])([CH3:3])[CH3:2]. The yield is 0.520. The reactants are [C:1]([O:5][C:6](=[O:31])[NH:7][CH:8]([C:10](=[O:30])[NH:11][C:12]1[CH:17]=[CH:16][CH:15]=[C:14]([Cl:18])[C:13]=1[C:19](=O)[NH:20][C:21]1[CH:26]=[C:25]([F:27])[CH:24]=[C:23]([F:28])[CH:22]=1)[CH3:9])([CH3:4])([CH3:3])[CH3:2].C(N(CC)C(C)C)(C)C.C1(P(C2C=CC=CC=2)C2C=CC=CC=2)C=CC=CC=1.II. The catalyst is C(Cl)Cl. (5) The reactants are [F:1][C:2]([F:18])([F:17])[CH:3]([C:5]1[CH:14]=[CH:13][C:12]2[C:7](=[CH:8][CH:9]=[C:10]([O:15][CH3:16])[CH:11]=2)[CH:6]=1)[OH:4].[CH3:19][S:20](Cl)(=[O:22])=[O:21]. The catalyst is C(Cl)Cl. The product is [CH3:19][S:20]([O:4][CH:3]([C:5]1[CH:14]=[CH:13][C:12]2[C:7](=[CH:8][CH:9]=[C:10]([O:15][CH3:16])[CH:11]=2)[CH:6]=1)[C:2]([F:17])([F:18])[F:1])(=[O:22])=[O:21]. The yield is 0.650.